This data is from Full USPTO retrosynthesis dataset with 1.9M reactions from patents (1976-2016). The task is: Predict the reactants needed to synthesize the given product. (1) Given the product [NH:27]1[C:28]2[C:24](=[CH:23][CH:22]=[C:21]([CH:12]([C:13]3[CH:14]=[CH:15][C:16]([O:19][CH3:20])=[CH:17][CH:18]=3)[CH2:11][C:10]([NH:2][CH3:1])=[O:30])[CH:29]=2)[CH:25]=[CH:26]1, predict the reactants needed to synthesize it. The reactants are: [CH3:1][NH2:2].Cl.C[Al](C)C.CO[C:10](=[O:30])[CH2:11][CH:12]([C:21]1[CH:29]=[C:28]2[C:24]([CH:25]=[CH:26][NH:27]2)=[CH:23][CH:22]=1)[C:13]1[CH:18]=[CH:17][C:16]([O:19][CH3:20])=[CH:15][CH:14]=1. (2) Given the product [Cl:1][C:2]1[CH:3]=[CH:4][C:5]([CH3:11])=[C:6]([C:13]2[N:18]=[C:17]([NH2:19])[N:16]=[C:15]([NH:20][CH3:21])[CH:14]=2)[CH:7]=1, predict the reactants needed to synthesize it. The reactants are: [Cl:1][C:2]1[CH:3]=[CH:4][C:5]([CH3:11])=[C:6](B(O)O)[CH:7]=1.Cl[C:13]1[N:18]=[C:17]([NH2:19])[N:16]=[C:15]([NH:20][CH3:21])[CH:14]=1.